From a dataset of Reaction yield outcomes from USPTO patents with 853,638 reactions. Predict the reaction yield, written as a fraction of the theoretical maximum amount of product (1.0 means a 100% yield; for example, 0.34 means a 34% yield). The reactants are [CH3:1][C:2]1[NH:3][C:4](=[O:26])[C:5]([CH2:11][C:12]2[CH:17]=[CH:16][C:15]([C:18]3[C:19]([C:24]#[N:25])=[CH:20][CH:21]=[CH:22][CH:23]=3)=[CH:14][CH:13]=2)=[C:6]([CH2:8][CH2:9][CH3:10])[N:7]=1.[H-].[Na+].Br[CH2:30][C:31]1[CH:36]=[CH:35][C:34]([S:37]([CH3:40])(=[O:39])=[O:38])=[CH:33][CH:32]=1.[Cl-].O[NH3+:43].[C:44](=[O:47])([O-])[OH:45].[Na+]. The catalyst is C(OCC)(=O)C.CS(C)=O.CN(C)C=O. The product is [CH3:1][C:2]1[N:3]([CH2:30][C:31]2[CH:36]=[CH:35][C:34]([S:37]([CH3:40])(=[O:39])=[O:38])=[CH:33][CH:32]=2)[C:4](=[O:26])[C:5]([CH2:11][C:12]2[CH:17]=[CH:16][C:15]([C:18]3[CH:23]=[CH:22][CH:21]=[CH:20][C:19]=3[C:24]3[NH:43][C:44](=[O:47])[O:45][N:25]=3)=[CH:14][CH:13]=2)=[C:6]([CH2:8][CH2:9][CH3:10])[N:7]=1. The yield is 0.110.